This data is from Catalyst prediction with 721,799 reactions and 888 catalyst types from USPTO. The task is: Predict which catalyst facilitates the given reaction. Reactant: [CH3:1][C:2]1[N:3]=[N:4][NH:5][CH:6]=1.[H-].[Na+].CS(O[CH2:14][CH:15]1[CH2:20][CH2:19][N:18]([C:21](=[O:38])/[CH:22]=[CH:23]/[C:24]2[CH:29]=[CH:28][C:27]([Cl:30])=[CH:26][C:25]=2[CH2:31][N:32]2[N:36]=[N:35][C:34]([CH3:37])=[N:33]2)[CH2:17][CH2:16]1)(=O)=O.CCOC(C)=O. Product: [Cl:30][C:27]1[CH:28]=[CH:29][C:24](/[CH:23]=[CH:22]/[C:21]([N:18]2[CH2:19][CH2:20][CH:15]([CH2:14][N:4]3[N:3]=[C:2]([CH3:1])[CH:6]=[N:5]3)[CH2:16][CH2:17]2)=[O:38])=[C:25]([CH2:31][N:32]2[N:36]=[N:35][C:34]([CH3:37])=[N:33]2)[CH:26]=1. The catalyst class is: 3.